From a dataset of NCI-60 drug combinations with 297,098 pairs across 59 cell lines. Regression. Given two drug SMILES strings and cell line genomic features, predict the synergy score measuring deviation from expected non-interaction effect. (1) Drug 1: C1CCN(CC1)CCOC2=CC=C(C=C2)C(=O)C3=C(SC4=C3C=CC(=C4)O)C5=CC=C(C=C5)O. Drug 2: C(=O)(N)NO. Cell line: NCI-H322M. Synergy scores: CSS=-1.34, Synergy_ZIP=0.106, Synergy_Bliss=-0.946, Synergy_Loewe=-1.87, Synergy_HSA=-2.31. (2) Cell line: 786-0. Synergy scores: CSS=31.2, Synergy_ZIP=-8.62, Synergy_Bliss=0.201, Synergy_Loewe=-15.4, Synergy_HSA=-4.35. Drug 1: CC1=C(C=C(C=C1)C(=O)NC2=CC(=CC(=C2)C(F)(F)F)N3C=C(N=C3)C)NC4=NC=CC(=N4)C5=CN=CC=C5. Drug 2: CC1=C(N=C(N=C1N)C(CC(=O)N)NCC(C(=O)N)N)C(=O)NC(C(C2=CN=CN2)OC3C(C(C(C(O3)CO)O)O)OC4C(C(C(C(O4)CO)O)OC(=O)N)O)C(=O)NC(C)C(C(C)C(=O)NC(C(C)O)C(=O)NCCC5=NC(=CS5)C6=NC(=CS6)C(=O)NCCC[S+](C)C)O. (3) Drug 1: CN1CCC(CC1)COC2=C(C=C3C(=C2)N=CN=C3NC4=C(C=C(C=C4)Br)F)OC. Cell line: NCI-H226. Synergy scores: CSS=1.17, Synergy_ZIP=-1.20, Synergy_Bliss=-1.81, Synergy_Loewe=-7.95, Synergy_HSA=-4.55. Drug 2: CC(C)CN1C=NC2=C1C3=CC=CC=C3N=C2N.